This data is from Forward reaction prediction with 1.9M reactions from USPTO patents (1976-2016). The task is: Predict the product of the given reaction. (1) Given the reactants [CH2:1]([C:13]1[CH:19]=[CH:18][C:16]([NH2:17])=[CH:15][CH:14]=1)[CH2:2][CH2:3][CH2:4][CH2:5][CH2:6][CH2:7][CH2:8][CH2:9][CH2:10][CH2:11][CH3:12].Br[C:21]1[CH:29]=[CH:28][CH:27]=[CH:26][C:22]=1[C:23](Cl)=[O:24], predict the reaction product. The product is: [CH2:13]([N:17]1[C:23](=[O:24])[C:22]2[C:26](=[CH:27][CH:28]=[CH:29][CH:21]=2)[C:18]2[CH:19]=[C:13]([CH2:1][CH2:2][CH2:3][CH2:4][CH2:5][CH2:6][CH2:7][CH2:8][CH2:9][CH2:10][CH2:11][CH3:12])[CH:14]=[CH:15][C:16]1=2)[CH2:1][CH2:2][CH3:3]. (2) Given the reactants [Cl:1][C:2]1[C:3]([NH:23][C:24]2[CH:28]=[C:27]([CH3:29])[NH:26][N:25]=2)=[N:4][C:5]([NH:8][C:9]2[CH:14]=[C:13]([CH3:15])[C:12]([CH:16]3[CH2:21][CH2:20][NH:19][CH2:18][CH2:17]3)=[CH:11][C:10]=2[F:22])=[N:6][CH:7]=1.[F:30][C:31]([F:36])([F:35])[CH:32]1[CH2:34][O:33]1, predict the reaction product. The product is: [Cl:1][C:2]1[C:3]([NH:23][C:24]2[CH:28]=[C:27]([CH3:29])[NH:26][N:25]=2)=[N:4][C:5]([NH:8][C:9]2[C:10]([F:22])=[CH:11][C:12]([CH:16]3[CH2:17][CH2:18][N:19]([CH2:34][CH:32]([OH:33])[C:31]([F:36])([F:35])[F:30])[CH2:20][CH2:21]3)=[C:13]([CH3:15])[CH:14]=2)=[N:6][CH:7]=1.